Predict the reactants needed to synthesize the given product. From a dataset of Full USPTO retrosynthesis dataset with 1.9M reactions from patents (1976-2016). (1) Given the product [C:1]([C@@H:3]([NH:5][C:6](=[O:12])[C:28]1[CH:27]=[CH:23][CH:22]=[C:21]([CH2:13][CH2:14][CH2:15][CH2:16][CH2:17][CH2:18][CH2:19][CH3:20])[CH:29]=1)[CH3:4])#[N:2], predict the reactants needed to synthesize it. The reactants are: [C:1]([C@@H:3]([NH:5][C:6](=[O:12])OC(C)(C)C)[CH3:4])#[N:2].[CH2:13]([C:21]1[CH:22]=[C:23]([CH:27]=[CH:28][CH:29]=1)C(O)=O)[CH2:14][CH2:15][CH2:16][CH2:17][CH2:18][CH2:19][CH3:20]. (2) Given the product [CH3:22][C:6]1[C:7]([C:12]2[CH:17]=[CH:16][CH:15]=[C:14]([C:18]([F:19])([F:21])[F:20])[CH:13]=2)=[N:8][C:9]2[C:4]([C:5]=1[C:23]([O:25][CH3:33])=[O:24])=[CH:3][C:2]([S:37]([CH:29]([CH3:30])[CH3:28])(=[O:39])=[O:36])=[CH:11][CH:10]=2, predict the reactants needed to synthesize it. The reactants are: F[C:2]1[CH:3]=[C:4]2[C:9](=[CH:10][CH:11]=1)[N:8]=[C:7]([C:12]1[CH:17]=[CH:16][CH:15]=[C:14]([C:18]([F:21])([F:20])[F:19])[CH:13]=1)[C:6]([CH3:22])=[C:5]2[C:23]([OH:25])=[O:24].[OH-].[K+].[CH3:28][CH:29]([S-])[CH3:30].[Na+].[CH3:33]I.O[O:36][S:37]([O-:39])=O.[K+]. (3) Given the product [F:1][C:2]1[CH:7]=[C:6]([F:8])[CH:5]=[CH:4][C:3]=1[C:31]#[C:30][CH2:29][OH:32], predict the reactants needed to synthesize it. The reactants are: [F:1][C:2]1[CH:7]=[C:6]([F:8])[CH:5]=[CH:4][C:3]=1I.C1(P(C2C=CC=CC=2)C2C=CC=CC=2)C=CC=CC=1.[CH2:29]([OH:32])[C:30]#[CH:31].C(N(C(C)C)CC)(C)C. (4) Given the product [CH:15]1([N:9]2[C:10]([C:11]([F:12])([F:13])[F:14])=[C:6]([C:4]([OH:5])=[O:3])[CH:7]=[N:8]2)[CH2:16][CH2:17][CH2:18]1, predict the reactants needed to synthesize it. The reactants are: C([O:3][C:4]([C:6]1[CH:7]=[N:8][N:9]([CH:15]2[CH2:18][CH2:17][CH2:16]2)[C:10]=1[C:11]([F:14])([F:13])[F:12])=[O:5])C.[Li+].[OH-]. (5) Given the product [CH3:1][O:2][C:3]([C:5]1[CH:6]=[C:7]2[C:12](=[CH:13][CH:14]=1)[N:11]=[CH:10][C:9]([Br:20])=[CH:8]2)=[O:4], predict the reactants needed to synthesize it. The reactants are: [CH3:1][O:2][C:3]([C:5]1[CH:6]=[C:7]2[C:12](=[CH:13][CH:14]=1)[N:11]=[CH:10][CH:9]=[CH:8]2)=[O:4].O1CCCC1.[Br:20]N1C(C)(C)C(=O)N(Br)C1=O.C(=O)(O)[O-].[Na+]. (6) The reactants are: Cl[C:2]1[N:11]=[CH:10][C:9]([Cl:12])=[CH:8][C:3]=1[C:4]([O:6][CH3:7])=[O:5].[CH2:13]([Sn](CCCC)(CCCC)C=C)[CH2:14]CC. Given the product [Cl:12][C:9]1[CH:10]=[N:11][C:2]([CH:13]=[CH2:14])=[C:3]([CH:8]=1)[C:4]([O:6][CH3:7])=[O:5], predict the reactants needed to synthesize it. (7) Given the product [O:27]=[C:18]1[CH:17]([NH:16][C:14](=[O:15])[C@H:13]([O:28][CH3:29])[C@H:7]([OH:8])[C@@H:6]([OH:30])[C@H:5]([OH:10])/[CH:4]=[CH:3]/[C:2]([CH3:32])([CH3:31])[CH3:1])[CH2:20][N:19]1[C:21]1[CH:26]=[CH:25][CH:24]=[CH:23][CH:22]=1, predict the reactants needed to synthesize it. The reactants are: [CH3:1][C:2]([CH3:32])([CH3:31])/[CH:3]=[CH:4]/[C@H:5]1[O:10]C(C)(C)[O:8][C@@H:7]([C@@H:13]([O:28][CH3:29])[C:14]([NH:16][CH:17]2[CH2:20][N:19]([C:21]3[CH:26]=[CH:25][CH:24]=[CH:23][CH:22]=3)[C:18]2=[O:27])=[O:15])[C@H:6]1[OH:30].Cl. (8) Given the product [Cl:29][C:30]1[CH:35]=[C:34]([CH:33]=[CH:32][CH:31]=1)[O:1][C@H:2]([C:23]1[CH:24]=[CH:25][CH:26]=[CH:27][CH:28]=1)[CH2:3][CH2:4][N:5]1[CH2:10][CH2:9][CH:8]([C:11]2[CH:12]=[C:13]([NH:17][C:18](=[O:22])[CH:19]([CH3:21])[CH3:20])[CH:14]=[CH:15][CH:16]=2)[CH2:7][CH2:6]1, predict the reactants needed to synthesize it. The reactants are: [OH:1][C@@H:2]([C:23]1[CH:28]=[CH:27][CH:26]=[CH:25][CH:24]=1)[CH2:3][CH2:4][N:5]1[CH2:10][CH2:9][CH:8]([C:11]2[CH:12]=[C:13]([NH:17][C:18](=[O:22])[CH:19]([CH3:21])[CH3:20])[CH:14]=[CH:15][CH:16]=2)[CH2:7][CH2:6]1.[Cl:29][C:30]1[CH:31]=[C:32](O)[CH:33]=[CH:34][CH:35]=1.C1(P(C2C=CC=CC=2)C2C=CC=CC=2)C=CC=CC=1.N(C(OCC)=O)=NC(OCC)=O.N.